Dataset: Reaction yield outcomes from USPTO patents with 853,638 reactions. Task: Predict the reaction yield, written as a fraction of the theoretical maximum amount of product (1.0 means a 100% yield; for example, 0.34 means a 34% yield). (1) The reactants are [CH:1]([O:4][P:5]([CH2:11]Br)(=[O:10])[O:6][CH:7]([CH3:9])[CH3:8])([CH3:3])[CH3:2].[OH:13][CH2:14][C:15]([CH2:38][CH3:39])=[CH:16][CH2:17][C:18]1[C:26]([O:27][CH2:28][CH2:29][Si:30]([CH3:33])([CH3:32])[CH3:31])=[C:25]2[C:21]([CH2:22][O:23][C:24]2=[O:34])=[C:20]([CH3:35])[C:19]=1[O:36][CH3:37].CC(C)([O-])C.[Li+].[Cl-].[Li+]. The catalyst is CN(C=O)C. The product is [CH:1]([O:4][P:5]([CH2:11][O:13][CH2:14][C:15]([CH2:38][CH3:39])=[CH:16][CH2:17][C:18]1[C:26]([O:27][CH2:28][CH2:29][Si:30]([CH3:32])([CH3:33])[CH3:31])=[C:25]2[C:21](=[C:20]([CH3:35])[C:19]=1[O:36][CH3:37])[CH2:22][O:23][C:24]2=[O:34])(=[O:10])[O:6][CH:7]([CH3:9])[CH3:8])([CH3:3])[CH3:2]. The yield is 0.350. (2) The reactants are [Br:1][C:2]1[CH:3]=[CH:4][C:5]2[O:10][CH2:9][C:8](=O)[NH:7][C:6]=2[C:12]=1[CH3:13].CO. The catalyst is C1COCC1. The product is [Br:1][C:2]1[CH:3]=[CH:4][C:5]2[O:10][CH2:9][CH2:8][NH:7][C:6]=2[C:12]=1[CH3:13]. The yield is 0.680. (3) The reactants are [C:1]([Si:5]([CH3:14])([CH3:13])[O:6][CH2:7][CH2:8][CH2:9][C@@H:10]1[CH2:12][O:11]1)([CH3:4])([CH3:3])[CH3:2].[NH2:15][C:16]1[CH:17]=[CH:18][C:19]2[S:24][CH2:23][C:22](=[O:25])[NH:21][C:20]=2[CH:26]=1. The catalyst is CCO.O. The product is [C:1]([Si:5]([CH3:14])([CH3:13])[O:6][CH2:7][CH2:8][CH2:9][C@@H:10]([OH:11])[CH2:12][NH:15][C:16]1[CH:17]=[CH:18][C:19]2[S:24][CH2:23][C:22](=[O:25])[NH:21][C:20]=2[CH:26]=1)([CH3:4])([CH3:3])[CH3:2]. The yield is 0.280. (4) The reactants are [BH4-].[Li+].CO.[Br:5][CH2:6][CH2:7][CH2:8][C:9]([CH3:16])([CH3:15])[C:10](OCC)=[O:11].[NH4+].[Cl-]. The catalyst is ClCCl. The product is [Br:5][CH2:6][CH2:7][CH2:8][C:9]([CH3:16])([CH3:15])[CH2:10][OH:11]. The yield is 0.881. (5) The reactants are [C:1]([O:7][C:8]([CH3:11])([CH3:10])[CH3:9])(=[O:6])[CH2:2][C:3]([CH3:5])=O.[F:12][C:13]1[C:20]([F:21])=[CH:19][CH:18]=[CH:17][C:14]=1[CH:15]=O.[NH4+:22].[OH-:23]. The catalyst is CCO.C(Cl)Cl. The product is [F:12][C:13]1[C:20]([F:21])=[CH:19][CH:18]=[CH:17][C:14]=1[CH:15]1[C:2]([C:1]([O:7][C:8]([CH3:11])([CH3:10])[CH3:9])=[O:6])=[C:3]([CH3:5])[NH:22][C:3]([CH3:5])=[C:2]1[C:1]([O:7][C:8]([CH3:11])([CH3:10])[CH3:9])=[O:23]. The yield is 0.510. (6) The reactants are Cl.Cl.[Cl:3][C:4]1[CH:5]=[C:6]([NH:11][C:12]([N:14]2[CH2:19][CH2:18][N:17]([CH2:20][C@@H:21]3[CH2:26][CH2:25][CH2:24][NH:23][CH2:22]3)[CH2:16][CH2:15]2)=[O:13])[CH:7]=[CH:8][C:9]=1[Cl:10].C(N(CC)C(C)C)(C)C.[CH:36](=O)[C:37]1[CH:42]=[CH:41][CH:40]=[CH:39][CH:38]=1.C(O[BH-](OC(=O)C)OC(=O)C)(=O)C.[Na+]. The catalyst is ClCCl. The product is [CH2:36]([N:23]1[CH2:24][CH2:25][CH2:26][C@@H:21]([CH2:20][N:17]2[CH2:18][CH2:19][N:14]([C:12]([NH:11][C:6]3[CH:7]=[CH:8][C:9]([Cl:10])=[C:4]([Cl:3])[CH:5]=3)=[O:13])[CH2:15][CH2:16]2)[CH2:22]1)[C:37]1[CH:42]=[CH:41][CH:40]=[CH:39][CH:38]=1. The yield is 0.660. (7) The reactants are [CH2:1]([O:8][C:9]1[CH:14]=[C:13]([O:15][CH2:16][C:17]2[CH:22]=[CH:21][CH:20]=[CH:19][CH:18]=2)[C:12]([Cl:23])=[CH:11][C:10]=1[C:24]1[O:28][N:27]=[C:26]([C:29]([NH2:31])=O)[C:25]=1[C:32]1[CH:37]=[CH:36][C:35]([F:38])=[CH:34][CH:33]=1)[C:2]1[CH:7]=[CH:6][CH:5]=[CH:4][CH:3]=1. The catalyst is C1COCC1. The product is [CH2:1]([O:8][C:9]1[CH:14]=[C:13]([O:15][CH2:16][C:17]2[CH:18]=[CH:19][CH:20]=[CH:21][CH:22]=2)[C:12]([Cl:23])=[CH:11][C:10]=1[C:24]1[O:28][N:27]=[C:26]([CH2:29][NH2:31])[C:25]=1[C:32]1[CH:37]=[CH:36][C:35]([F:38])=[CH:34][CH:33]=1)[C:2]1[CH:7]=[CH:6][CH:5]=[CH:4][CH:3]=1. The yield is 0.770.